From a dataset of Forward reaction prediction with 1.9M reactions from USPTO patents (1976-2016). Predict the product of the given reaction. (1) Given the reactants Br[C:2]1[C:12]([CH3:13])=[CH:11][C:5]2[O:6][CH2:7][C:8]([CH3:10])([CH3:9])[C:4]=2[CH:3]=1.FC1(F)OC2C=C(C)C(C3N=C[C:27]([NH:30][C:31](=O)[C:32]4[CH:37]=[CH:36]C=CC=4F)=[N:28]C=3)=CC=2O1.[O-]P([O-])([O-])=O.[K+].[K+].[K+], predict the reaction product. The product is: [CH3:9][C:8]1([CH3:10])[CH2:7][O:6][C:5]2[CH:11]=[C:12]([CH3:13])[C:2]([C:32]3[CH:37]=[CH:36][C:27]([NH2:28])=[N:30][CH:31]=3)=[CH:3][C:4]1=2. (2) Given the reactants [CH2:1]([O:8][C:9]1[CH:16]=[CH:15][C:12]([CH:13]=O)=[CH:11][C:10]=1[O:17][CH3:18])[C:2]1[CH:7]=[CH:6][CH:5]=[CH:4][CH:3]=1.[NH2:19][CH2:20][CH2:21][NH:22][C:23](=[O:29])[O:24][C:25]([CH3:28])([CH3:27])[CH3:26].C(O[BH-](OC(=O)C)OC(=O)C)(=O)C.[Na+], predict the reaction product. The product is: [CH2:1]([O:8][C:9]1[CH:16]=[CH:15][C:12]([CH2:13][NH:19][CH2:20][CH2:21][NH:22][C:23](=[O:29])[O:24][C:25]([CH3:27])([CH3:26])[CH3:28])=[CH:11][C:10]=1[O:17][CH3:18])[C:2]1[CH:7]=[CH:6][CH:5]=[CH:4][CH:3]=1. (3) Given the reactants [F:1][C:2]1[CH:9]=[C:8]([F:10])[CH:7]=[CH:6][C:3]=1[CH:4]=O.[CH:11]([CH:13]=P(C1C=CC=CC=1)(C1C=CC=CC=1)C1C=CC=CC=1)=[O:12], predict the reaction product. The product is: [F:1][C:2]1[CH:9]=[C:8]([F:10])[CH:7]=[CH:6][C:3]=1/[CH:4]=[CH:13]\[CH:11]=[O:12]. (4) Given the reactants [Br:1][C:2]1[CH:30]=[CH:29][C:5]([CH:6]([N:21]2[CH2:26][C@H:25]([CH3:27])[NH:24][CH2:23][C@@H:22]2[CH3:28])[C:7]2[CH:12]=[CH:11][CH:10]=[C:9]([O:13][Si:14]([C:17]([CH3:20])([CH3:19])[CH3:18])([CH3:16])[CH3:15])[CH:8]=2)=[CH:4][CH:3]=1.[CH2:31](Br)[CH:32]=[CH2:33].C(=O)([O-])[O-].[Na+].[Na+], predict the reaction product. The product is: [CH2:33]([N:24]1[CH2:23][C@H:22]([CH3:28])[N:21]([CH:6]([C:7]2[CH:12]=[CH:11][CH:10]=[C:9]([O:13][Si:14]([C:17]([CH3:19])([CH3:20])[CH3:18])([CH3:16])[CH3:15])[CH:8]=2)[C:5]2[CH:4]=[CH:3][C:2]([Br:1])=[CH:30][CH:29]=2)[CH2:26][C@@H:25]1[CH3:27])[CH:32]=[CH2:31]. (5) Given the reactants [CH:1]([C:3]1[C:7]2[NH:8][C:9]([C:11]([O:13][CH2:14][CH3:15])=[O:12])=[CH:10][C:6]=2[O:5][CH:4]=1)=[CH2:2], predict the reaction product. The product is: [CH2:1]([C:3]1[C:7]2[NH:8][C:9]([C:11]([O:13][CH2:14][CH3:15])=[O:12])=[CH:10][C:6]=2[O:5][CH:4]=1)[CH3:2]. (6) Given the reactants CCOC1N(C(OCC)=O)C2C(=CC=CC=2)C=C1.[CH3:19][C:20]1[C:26]([CH3:27])=[CH:25][CH:24]=[CH:23][C:21]=1[NH2:22].[C:28]([O:32][C:33]([N:35]1[CH2:48][CH2:47][C@@H:46]2[C@@H:38]([N:39]([CH2:51][C:52](O)=[O:53])[C:40]3[CH:41]=[CH:42][C:43]([Cl:50])=[C:44]([Cl:49])[C:45]=32)[CH2:37][CH2:36]1)=[O:34])([CH3:31])([CH3:30])[CH3:29], predict the reaction product. The product is: [Cl:50][C:43]1[CH:42]=[CH:41][C:40]2[N:39]([CH2:51][C:52]([NH:22][C:21]3[CH:23]=[CH:24][CH:25]=[C:26]([CH3:27])[C:20]=3[CH3:19])=[O:53])[C@H:38]3[CH2:37][CH2:36][N:35]([C:33]([O:32][C:28]([CH3:30])([CH3:29])[CH3:31])=[O:34])[CH2:48][CH2:47][C@H:46]3[C:45]=2[C:44]=1[Cl:49]. (7) Given the reactants [C:1]([Si:5]([CH3:14])([CH3:13])[O:6][C:7]([CH:9]=[C:10]([CH3:12])[CH3:11])=[CH2:8])([CH3:4])([CH3:3])[CH3:2].[CH:15]([C:17]1[CH:26]=[CH:25][C:20]([C:21]([O:23][CH3:24])=[O:22])=[CH:19][CH:18]=1)=[O:16], predict the reaction product. The product is: [Si:5]([O:6][C:7]1[CH2:8][CH:15]([C:17]2[CH:26]=[CH:25][C:20]([C:21]([O:23][CH3:24])=[O:22])=[CH:19][CH:18]=2)[O:16][C:10]([CH3:12])([CH3:11])[CH:9]=1)([C:1]([CH3:3])([CH3:4])[CH3:2])([CH3:13])[CH3:14]. (8) Given the reactants C([O:8][C:9]1[CH:24]=[CH:23][C:22]([C:25]2[O:26][C:27]3[C:32]([C:33](=[O:43])[C:34]=2[O:35]CC2C=CC=CC=2)=[CH:31][CH:30]=[C:29]([O:44]CC2C=CC=CC=2)[CH:28]=3)=[CH:21][C:10]=1[O:11][CH2:12][P:13](=[O:20])([O:17][CH2:18][CH3:19])[O:14][CH2:15][CH3:16])C1C=CC=CC=1, predict the reaction product. The product is: [OH:35][C:34]1[C:33](=[O:43])[C:32]2[C:27](=[CH:28][C:29]([OH:44])=[CH:30][CH:31]=2)[O:26][C:25]=1[C:22]1[CH:23]=[CH:24][C:9]([OH:8])=[C:10]([CH:21]=1)[O:11][CH2:12][P:13](=[O:20])([O:14][CH2:15][CH3:16])[O:17][CH2:18][CH3:19]. (9) Given the reactants C([NH:4][C:5]1[CH:10]=[C:9]([I:11])[N:8]=[C:7]([C:12]([O:14][CH3:15])=[O:13])[C:6]=1[Cl:16])(=O)C.C(Cl)(=O)C.O, predict the reaction product. The product is: [NH2:4][C:5]1[CH:10]=[C:9]([I:11])[N:8]=[C:7]([C:12]([O:14][CH3:15])=[O:13])[C:6]=1[Cl:16]. (10) Given the reactants [CH2:1]([N:3]1[C:12]2[C:7](=[CH:8][C:9]([I:14])=[C:10](F)[CH:11]=2)[C:6](=[O:15])[C:5]([C:16]([OH:18])=[O:17])=[CH:4]1)[CH3:2].[CH3:19][N:20]1[CH2:25][CH2:24][NH:23][CH2:22][CH2:21]1.C(N(CC)CC)C, predict the reaction product. The product is: [CH2:1]([N:3]1[C:12]2[C:7](=[CH:8][C:9]([I:14])=[C:10]([N:23]3[CH2:24][CH2:25][N:20]([CH3:19])[CH2:21][CH2:22]3)[CH:11]=2)[C:6](=[O:15])[C:5]([C:16]([OH:18])=[O:17])=[CH:4]1)[CH3:2].